This data is from NCI-60 drug combinations with 297,098 pairs across 59 cell lines. The task is: Regression. Given two drug SMILES strings and cell line genomic features, predict the synergy score measuring deviation from expected non-interaction effect. (1) Drug 1: CC1=C2C(C(=O)C3(C(CC4C(C3C(C(C2(C)C)(CC1OC(=O)C(C(C5=CC=CC=C5)NC(=O)C6=CC=CC=C6)O)O)OC(=O)C7=CC=CC=C7)(CO4)OC(=O)C)O)C)OC(=O)C. Drug 2: CC1C(C(CC(O1)OC2CC(CC3=C2C(=C4C(=C3O)C(=O)C5=C(C4=O)C(=CC=C5)OC)O)(C(=O)CO)O)N)O.Cl. Cell line: SN12C. Synergy scores: CSS=46.7, Synergy_ZIP=-5.57, Synergy_Bliss=-7.14, Synergy_Loewe=-1.88, Synergy_HSA=-0.802. (2) Drug 1: CCCCC(=O)OCC(=O)C1(CC(C2=C(C1)C(=C3C(=C2O)C(=O)C4=C(C3=O)C=CC=C4OC)O)OC5CC(C(C(O5)C)O)NC(=O)C(F)(F)F)O. Drug 2: CN1C2=C(C=C(C=C2)N(CCCl)CCCl)N=C1CCCC(=O)O.Cl. Cell line: MDA-MB-231. Synergy scores: CSS=14.8, Synergy_ZIP=0.524, Synergy_Bliss=9.98, Synergy_Loewe=5.05, Synergy_HSA=7.64. (3) Drug 1: COC1=C(C=C2C(=C1)N=CN=C2NC3=CC(=C(C=C3)F)Cl)OCCCN4CCOCC4. Drug 2: C1=CC(=CC=C1C#N)C(C2=CC=C(C=C2)C#N)N3C=NC=N3. Cell line: CCRF-CEM. Synergy scores: CSS=8.51, Synergy_ZIP=-2.44, Synergy_Bliss=-2.03, Synergy_Loewe=-1.57, Synergy_HSA=-1.96. (4) Drug 1: C1C(C(OC1N2C=NC3=C(N=C(N=C32)Cl)N)CO)O. Drug 2: CC1=C(N=C(N=C1N)C(CC(=O)N)NCC(C(=O)N)N)C(=O)NC(C(C2=CN=CN2)OC3C(C(C(C(O3)CO)O)O)OC4C(C(C(C(O4)CO)O)OC(=O)N)O)C(=O)NC(C)C(C(C)C(=O)NC(C(C)O)C(=O)NCCC5=NC(=CS5)C6=NC(=CS6)C(=O)NCCC[S+](C)C)O. Cell line: SNB-75. Synergy scores: CSS=16.9, Synergy_ZIP=-6.85, Synergy_Bliss=-1.96, Synergy_Loewe=-3.40, Synergy_HSA=-0.300. (5) Drug 2: C(CCl)NC(=O)N(CCCl)N=O. Drug 1: C1CN(CCN1C(=O)CCBr)C(=O)CCBr. Synergy scores: CSS=9.37, Synergy_ZIP=-1.27, Synergy_Bliss=2.42, Synergy_Loewe=-2.16, Synergy_HSA=-0.389. Cell line: OVCAR-5. (6) Drug 1: CCCCCOC(=O)NC1=NC(=O)N(C=C1F)C2C(C(C(O2)C)O)O. Cell line: IGROV1. Drug 2: CS(=O)(=O)OCCCCOS(=O)(=O)C. Synergy scores: CSS=4.51, Synergy_ZIP=-1.77, Synergy_Bliss=1.06, Synergy_Loewe=-0.447, Synergy_HSA=1.43.